Task: Predict the reaction yield, written as a fraction of the theoretical maximum amount of product (1.0 means a 100% yield; for example, 0.34 means a 34% yield).. Dataset: Reaction yield outcomes from USPTO patents with 853,638 reactions The reactants are [C:1]([O:5][C:6]([N:8]1[CH2:13][CH2:12][C:11](=O)[CH2:10][CH2:9]1)=[O:7])([CH3:4])([CH3:3])[CH3:2].[NH:15]1[C:24]2[C:19](=[CH:20][CH:21]=[CH:22][CH:23]=2)[CH2:18][CH2:17][CH2:16]1.C(O[BH-](OC(=O)C)OC(=O)C)(=O)C.[Na+].C(=O)([O-])O.[Na+]. The yield is 0.0700. The catalyst is ClC(Cl)C.C(O)(=O)C. The product is [C:1]([O:5][C:6]([N:8]1[CH2:13][CH2:12][CH:11]([N:15]2[C:24]3[C:19](=[CH:20][CH:21]=[CH:22][CH:23]=3)[CH2:18][CH2:17][CH2:16]2)[CH2:10][CH2:9]1)=[O:7])([CH3:4])([CH3:3])[CH3:2].